This data is from Human liver microsome stability data. The task is: Regression/Classification. Given a drug SMILES string, predict its absorption, distribution, metabolism, or excretion properties. Task type varies by dataset: regression for continuous measurements (e.g., permeability, clearance, half-life) or binary classification for categorical outcomes (e.g., BBB penetration, CYP inhibition). Dataset: hlm. (1) The molecule is C=C(C)[C@@H]1CC[C@]2(CNCCN3CCOCC3)CC[C@]3(C)[C@H](CC[C@@H]4[C@@]5(C)CC=C(c6ccc(C(=O)O)cc6)C(C)(C)[C@@H]5CC[C@]43C)[C@@H]12. The result is 0 (unstable in human liver microsomes). (2) The compound is C[C@]1(c2ccc(Cl)cc2Cl)OC[C@@H](COc2ccc(N3CCN(c4ccc(NC(=O)c5cccc(O)c5)cc4)CC3)cc2)O1. The result is 1 (stable in human liver microsomes). (3) The result is 0 (unstable in human liver microsomes). The compound is CC(C)[C@H](NS(=O)(=O)c1ccc2c(c1)sc1cc(N3CCOC3=O)ccc12)C(=O)O. (4) The molecule is COc1ccc2cc1COCC=CCOCc1cc(ccc1OCCN1CCCC1)Nc1nccc-2n1. The result is 0 (unstable in human liver microsomes). (5) The compound is C=C(C)[C@@H]1CC[C@]2(NC(=O)C(C(C)C)N3CCS(=O)(=O)CC3)CC[C@]3(C)[C@H](CC[C@@H]4[C@@]5(C)CC=C(c6ccc(C(=O)O)cc6)C(C)(C)[C@@H]5CC[C@]43C)[C@@H]12. The result is 0 (unstable in human liver microsomes). (6) The result is 1 (stable in human liver microsomes). The compound is COc1ccc2[nH]c(C(=O)N3CC(=O)N(Cc4ccccc4)[C@@H](CN4CCC(C(C)C)CC4)C3)cc2c1.